Dataset: Reaction yield outcomes from USPTO patents with 853,638 reactions. Task: Predict the reaction yield, written as a fraction of the theoretical maximum amount of product (1.0 means a 100% yield; for example, 0.34 means a 34% yield). (1) The reactants are [OH:1][CH2:2][C@H:3]1[CH2:14][CH2:13][C:12]2[S:11][C:10]3[N:9]=[CH:8][N:7]=[C:6]([O:15][CH:16]4[CH2:21][CH2:20][C:19]([NH:23][C:24](=[O:30])[O:25][C:26]([CH3:29])([CH3:28])[CH3:27])([CH3:22])[CH2:18][CH2:17]4)[C:5]=3[C:4]1=2.[CH3:31][S:32](Cl)(=[O:34])=[O:33].C(N(CC)CC)C. The catalyst is ClCCl. The product is [CH3:31][S:32]([O:1][CH2:2][C@H:3]1[CH2:14][CH2:13][C:12]2[S:11][C:10]3[N:9]=[CH:8][N:7]=[C:6]([O:15][CH:16]4[CH2:17][CH2:18][C:19]([NH:23][C:24](=[O:30])[O:25][C:26]([CH3:29])([CH3:28])[CH3:27])([CH3:22])[CH2:20][CH2:21]4)[C:5]=3[C:4]1=2)(=[O:34])=[O:33]. The yield is 0.910. (2) The reactants are C([O:3][C:4]([C:6]1[CH:10]=[CH:9][N:8]([CH2:11][C:12]2[CH:17]=[C:16]([Cl:18])[CH:15]=[CH:14][C:13]=2[O:19][CH2:20][C:21]2[CH:26]=[CH:25][CH:24]=[CH:23][CH:22]=2)[N:7]=1)=[O:5])C.[OH-].[Na+]. The catalyst is C(O)C. The product is [Cl:18][C:16]1[CH:15]=[CH:14][C:13]([O:19][CH2:20][C:21]2[CH:22]=[CH:23][CH:24]=[CH:25][CH:26]=2)=[C:12]([CH2:11][N:8]2[CH:9]=[CH:10][C:6]([C:4]([OH:5])=[O:3])=[N:7]2)[CH:17]=1. The yield is 0.940. (3) The reactants are [OH:1]O.[CH3:3][C@@:4]12[CH2:21][CH2:20][C@@H:19]3[C@H:9]([CH2:10][CH2:11][C@H:12]4[C@@:17]3([CH3:18])[CH2:16][CH2:15][CH:14]=[CH:13]4)[C@H:8]1[CH2:7][CH2:6][C:5]2=[O:22].[OH-].[Na+].Cl. The catalyst is C(Cl)Cl.CO.C(O)=O. The product is [O:1]1[C@@H:13]2[C@@H:12]3[C@@:17]([CH3:18])([CH2:16][CH2:15][C@H:14]12)[C@H:19]1[C@@H:9]([C@@H:8]2[C@:4]([CH2:21][CH2:20]1)([CH3:3])[C:5](=[O:22])[CH2:6][CH2:7]2)[CH2:10][CH2:11]3. The yield is 0.840. (4) The reactants are [H-].[Na+].[NH:3]1[C:11]2[C:6](=[CH:7][C:8]([O:12][C:13]3[CH:18]=[CH:17][N:16]=[C:15]([NH2:19])[CH:14]=3)=[CH:9][CH:10]=2)[CH:5]=[CH:4]1.[CH3:20][NH:21][C:22](=O)[O:23]C1C=CC=CC=1. The catalyst is CN(C)C=O. The product is [CH3:20][NH:21][C:22]([N:3]1[C:11]2[C:6](=[CH:7][C:8]([O:12][C:13]3[CH:18]=[CH:17][N:16]=[C:15]([NH2:19])[CH:14]=3)=[CH:9][CH:10]=2)[CH:5]=[CH:4]1)=[O:23]. The yield is 0.766. (5) The reactants are [NH2:1][C:2]1[C:3]([OH:21])=[C:4]([S:9]([N:12]([CH2:14][CH2:15][N:16]([CH2:19][CH3:20])[CH2:17][CH3:18])[CH3:13])(=[O:11])=[O:10])[C:5]([Cl:8])=[CH:6][CH:7]=1.[Cl:22][C:23]1[C:24](=[O:29])[C:25](=[O:28])[C:26]=1Cl. The catalyst is C1COCC1. The product is [Cl:8][C:5]1[C:4]([S:9]([N:12]([CH2:14][CH2:15][N:16]([CH2:19][CH3:20])[CH2:17][CH3:18])[CH3:13])(=[O:11])=[O:10])=[C:3]([OH:21])[C:2]([NH:1][C:26]2[C:25](=[O:28])[C:24](=[O:29])[C:23]=2[Cl:22])=[CH:7][CH:6]=1. The yield is 0.710. (6) The reactants are [Br:1][C:2]1[CH:3]=[C:4]2[C:8](=[C:9]([N+:11]([O-])=O)[CH:10]=1)[NH:7][C:6]([C:14]1[S:15][CH:16]([CH2:19][N:20]3[CH2:25][CH2:24][O:23][CH2:22][CH2:21]3)[CH2:17][N:18]=1)=[CH:5]2.[Cl-].[Ca+2].[Cl-].C(O)C.O1CCCC1. The catalyst is [Fe].O. The product is [Br:1][C:2]1[CH:3]=[C:4]2[C:8](=[C:9]([NH2:11])[CH:10]=1)[NH:7][C:6]([C:14]1[S:15][CH:16]([CH2:19][N:20]3[CH2:21][CH2:22][O:23][CH2:24][CH2:25]3)[CH2:17][N:18]=1)=[CH:5]2. The yield is 0.220. (7) The reactants are N[CH2:2][CH2:3][CH2:4][CH2:5][CH2:6][NH2:7].C[O:9][C:10](=O)[CH2:11][S:12][C:13]([C:26]1[CH:31]=[CH:30][CH:29]=[CH:28][CH:27]=1)([C:20]1[CH:25]=[CH:24][CH:23]=[CH:22][CH:21]=1)[C:14]1[CH:19]=[CH:18][CH:17]=[CH:16][CH:15]=1.CO. The catalyst is ClCCl.CO.CCN(CC)CC. The product is [NH2:7][CH2:6][CH2:5][CH2:4][CH2:3][CH2:2][C:10](=[O:9])[CH2:11][S:12][C:13]([C:14]1[CH:19]=[CH:18][CH:17]=[CH:16][CH:15]=1)([C:20]1[CH:21]=[CH:22][CH:23]=[CH:24][CH:25]=1)[C:26]1[CH:31]=[CH:30][CH:29]=[CH:28][CH:27]=1. The yield is 0.540.